This data is from Forward reaction prediction with 1.9M reactions from USPTO patents (1976-2016). The task is: Predict the product of the given reaction. (1) Given the reactants [ClH:1].C(OC([N:9]1[CH2:22][CH:21]2[CH2:23][CH2:24][CH:11]([C:12]3[CH:13]=[C:14]4[C:18](=[CH:19][C:20]=32)[N:17]=[C:16]([CH3:25])[N:15]4[CH3:26])[CH2:10]1)=O)(C)(C)C, predict the reaction product. The product is: [ClH:1].[CH3:25][C:16]1[N:15]([CH3:26])[C:14]2[C:18](=[CH:19][C:20]3[CH:21]4[CH2:23][CH2:24][CH:11]([C:12]=3[CH:13]=2)[CH2:10][NH:9][CH2:22]4)[N:17]=1. (2) Given the reactants [Cl:1][C:2]1[CH:3]=[C:4]([C:19]([O:21]C)=[O:20])[C:5]2[C:6]([CH3:18])=[C:7]([CH2:14][N:15]([CH3:17])[CH3:16])[N:8]([CH:11]([CH3:13])[CH3:12])[C:9]=2[CH:10]=1.Cl, predict the reaction product. The product is: [ClH:1].[Cl:1][C:2]1[CH:3]=[C:4]([C:19]([OH:21])=[O:20])[C:5]2[C:6]([CH3:18])=[C:7]([CH2:14][N:15]([CH3:16])[CH3:17])[N:8]([CH:11]([CH3:13])[CH3:12])[C:9]=2[CH:10]=1. (3) The product is: [CH3:2][CH:1]([S:4]([NH:21][CH:17]1[CH2:18][CH2:19][CH2:20][CH:16]1[O:15][CH2:8][C:9]1[CH:14]=[CH:13][CH:12]=[CH:11][CH:10]=1)(=[O:6])=[O:5])[CH3:3]. Given the reactants [CH:1]([S:4](Cl)(=[O:6])=[O:5])([CH3:3])[CH3:2].[CH2:8]([O:15][C@H:16]1[CH2:20][CH2:19][CH2:18][C@@H:17]1[NH2:21])[C:9]1[CH:14]=[CH:13][CH:12]=[CH:11][CH:10]=1.C1CCN2C(=NCCC2)CC1, predict the reaction product. (4) The product is: [O:2]=[C:3]1[NH:8][C:7]([C@H:9]2[CH2:13][CH2:12][CH2:11][N:10]2[C:14]2[CH:19]=[CH:18][N:17]3[N:20]=[CH:21][C:22]([C:23]([O:25][CH2:26][CH3:27])=[O:24])=[C:16]3[N:15]=2)=[CH:6][CH:5]=[CH:4]1. Given the reactants C[O:2][C:3]1[N:8]=[C:7]([C@H:9]2[CH2:13][CH2:12][CH2:11][N:10]2[C:14]2[CH:19]=[CH:18][N:17]3[N:20]=[CH:21][C:22]([C:23]([O:25][CH2:26][CH3:27])=[O:24])=[C:16]3[N:15]=2)[CH:6]=[CH:5][CH:4]=1.C(O)(=O)C.Br, predict the reaction product.